This data is from Forward reaction prediction with 1.9M reactions from USPTO patents (1976-2016). The task is: Predict the product of the given reaction. (1) Given the reactants [CH3:1][C:2]1([CH3:27])[CH2:11][CH2:10][C:9]([CH3:13])([CH3:12])[C:8]2[CH:7]=[C:6]([CH:14]([OH:17])[C:15]#[CH:16])[CH:5]=[C:4]([O:18][CH2:19][C:20]3[CH:25]=[CH:24][C:23]([CH3:26])=[CH:22][CH:21]=3)[C:3]1=2.I[C:29]1[CH:37]=[CH:36][C:32]([C:33]([OH:35])=[O:34])=[CH:31][CH:30]=1, predict the reaction product. The product is: [OH:17][CH:14]([C:6]1[CH:5]=[C:4]([O:18][CH2:19][C:20]2[CH:25]=[CH:24][C:23]([CH3:26])=[CH:22][CH:21]=2)[C:3]2[C:2]([CH3:27])([CH3:1])[CH2:11][CH2:10][C:9]([CH3:12])([CH3:13])[C:8]=2[CH:7]=1)[C:15]#[C:16][C:29]1[CH:37]=[CH:36][C:32]([C:33]([OH:35])=[O:34])=[CH:31][CH:30]=1. (2) Given the reactants [Cl-].[OH:2][C:3]([CH:5]([C:7]1[CH:16]=[CH:15][C:10]([CH2:11][CH:12]([CH3:14])[CH3:13])=[CH:9][CH:8]=1)[CH3:6])=[O:4].N1C=CC=CC=1.[CH3:23][CH:24]([CH2:26][CH2:27][C@H:28]1[C@:33](O)([C:34]([CH2:36][CH2:37][CH:38]([CH3:40])[CH3:39])=[O:35])[C:32]([OH:42])=[C:31]([C:43]([CH2:45][CH:46]([CH3:48])[CH3:47])=[O:44])[C:29]1=[O:30])[CH3:25], predict the reaction product. The product is: [CH3:14][CH:12]([CH3:13])[CH2:11][C:10]1[CH:9]=[CH:8][C:7]([CH:5]([CH3:6])[C:3]([O:2][C@:33]2([C:34](=[O:35])[CH2:36][CH2:37][CH:38]([CH3:40])[CH3:39])[C:32](=[O:42])[C:31]([C:43](=[O:44])[CH2:45][CH:46]([CH3:48])[CH3:47])=[C:29]([OH:30])[C@@H:28]2[CH2:27][CH2:26][CH:24]([CH3:23])[CH3:25])=[O:4])=[CH:16][CH:15]=1. (3) Given the reactants [CH3:1][N:2]1[C:14]2[CH2:13][CH2:12][CH2:11][C:10](=[O:15])[C:9]=2[C:8]2[C:3]1=[CH:4][CH:5]=[CH:6][CH:7]=2.[CH3:16][C:17]1[NH:18][CH:19]=[CH:20][N:21]=1.N1(CN2CCCCC2)CCCC[CH2:23]1.[Cl-].[Al+3].[Cl-].[Cl-].[OH-].[Na+], predict the reaction product. The product is: [CH3:1][N:2]1[C:14]2[CH2:13][CH2:12][CH:11]([CH2:23][N:18]3[CH:19]=[CH:20][N:21]=[C:17]3[CH3:16])[C:10](=[O:15])[C:9]=2[C:8]2[C:3]1=[CH:4][CH:5]=[CH:6][CH:7]=2. (4) Given the reactants Cl[C:2]1[CH:3]=[C:4]([NH:10][C:11]2[CH:20]=[C:14]3[CH2:15][N:16]([CH3:19])[CH2:17][CH2:18][N:13]3[N:12]=2)[C:5](=[O:9])[N:6]([CH3:8])[N:7]=1.[C:21]([O:24][CH2:25][C:26]1[C:27]([N:41]2[CH2:52][CH2:51][N:50]3[C:43](=[CH:44][C:45]4[CH2:46][C:47]([CH3:54])([CH3:53])[CH2:48][C:49]=43)[C:42]2=[O:55])=[N:28][CH:29]=[CH:30][C:31]=1B1OC(C)(C)C(C)(C)O1)(=[O:23])[CH3:22].[O-]P([O-])([O-])=O.[K+].[K+].[K+].C([O-])(=O)C.[Na+], predict the reaction product. The product is: [C:21]([O:24][CH2:25][C:26]1[C:27]([N:41]2[CH2:52][CH2:51][N:50]3[C:43](=[CH:44][C:45]4[CH2:46][C:47]([CH3:54])([CH3:53])[CH2:48][C:49]=43)[C:42]2=[O:55])=[N:28][CH:29]=[CH:30][C:31]=1[C:2]1[CH:3]=[C:4]([NH:10][C:11]2[CH:20]=[C:14]3[CH2:15][N:16]([CH3:19])[CH2:17][CH2:18][N:13]3[N:12]=2)[C:5](=[O:9])[N:6]([CH3:8])[N:7]=1)(=[O:23])[CH3:22]. (5) Given the reactants [CH2:1]([O:5][C:6]1[CH:11]=[CH:10][C:9]([S:12]([C:15]2([C:32]([OH:34])=O)[CH2:20][CH2:19][N:18]([S:21]([C:24]3[CH:29]=[CH:28][C:27]([O:30][CH3:31])=[CH:26][CH:25]=3)(=[O:23])=[O:22])[CH2:17][CH2:16]2)(=[O:14])=[O:13])=[CH:8][CH:7]=1)[C:2]#[C:3][CH3:4].[OH:35][N:36]1C2C=CC=CC=2N=N1.Cl.CN(C)CCCN=C=NCC.CN1CCOCC1.NO, predict the reaction product. The product is: [CH2:1]([O:5][C:6]1[CH:11]=[CH:10][C:9]([S:12]([C:15]2([C:32]([NH:36][OH:35])=[O:34])[CH2:20][CH2:19][N:18]([S:21]([C:24]3[CH:29]=[CH:28][C:27]([O:30][CH3:31])=[CH:26][CH:25]=3)(=[O:23])=[O:22])[CH2:17][CH2:16]2)(=[O:14])=[O:13])=[CH:8][CH:7]=1)[C:2]#[C:3][CH3:4]. (6) Given the reactants [N+:1]([C:4]1[CH:12]=[C:11]2[C:7]([CH2:8][CH2:9][CH:10]2[NH:13][CH2:14][C:15]#[CH:16])=[CH:6][CH:5]=1)([O-:3])=[O:2].[C:17](O[C:17]([O:19][C:20]([CH3:23])([CH3:22])[CH3:21])=[O:18])([O:19][C:20]([CH3:23])([CH3:22])[CH3:21])=[O:18].CCCCCC, predict the reaction product. The product is: [C:17]([N:13]([CH:10]1[C:11]2[C:7](=[CH:6][CH:5]=[C:4]([N+:1]([O-:3])=[O:2])[CH:12]=2)[CH2:8][CH2:9]1)[CH2:14][C:15]#[CH:16])([O:19][C:20]([CH3:23])([CH3:22])[CH3:21])=[O:18]. (7) The product is: [CH3:6][O:7][C:8]1[CH:9]=[C:10]([CH2:2][CH:3]([OH:1])[CH2:4][CH3:5])[CH:11]=[CH:12][CH:13]=1. Given the reactants [O:1]1[CH:3]([CH2:4][CH3:5])[CH2:2]1.[CH3:6][O:7][C:8]1[CH:9]=[C:10]([Mg]Br)[CH:11]=[CH:12][CH:13]=1, predict the reaction product. (8) Given the reactants Cl[C:2]1[C:3]2[N:10]([CH2:11][C:12]3[O:16][C:15]([C:17]([O:19][CH2:20][CH3:21])=[O:18])=[CH:14][CH:13]=3)[CH:9]=[CH:8][C:4]=2[N:5]=[CH:6][N:7]=1.[Cl:22][C:23]1[CH:24]=[C:25]([CH:27]=[CH:28][C:29]=1[O:30][CH2:31][C:32]1[CH:37]=[CH:36][CH:35]=[CH:34][N:33]=1)[NH2:26], predict the reaction product. The product is: [Cl:22][C:23]1[CH:24]=[C:25]([NH:26][C:2]2[C:3]3[N:10]([CH2:11][C:12]4[O:16][C:15]([C:17]([O:19][CH2:20][CH3:21])=[O:18])=[CH:14][CH:13]=4)[CH:9]=[CH:8][C:4]=3[N:5]=[CH:6][N:7]=2)[CH:27]=[CH:28][C:29]=1[O:30][CH2:31][C:32]1[CH:37]=[CH:36][CH:35]=[CH:34][N:33]=1.